From a dataset of NCI-60 drug combinations with 297,098 pairs across 59 cell lines. Regression. Given two drug SMILES strings and cell line genomic features, predict the synergy score measuring deviation from expected non-interaction effect. (1) Drug 1: CC1=C(C=C(C=C1)NC2=NC=CC(=N2)N(C)C3=CC4=NN(C(=C4C=C3)C)C)S(=O)(=O)N.Cl. Drug 2: CC1=C(C=C(C=C1)NC(=O)C2=CC=C(C=C2)CN3CCN(CC3)C)NC4=NC=CC(=N4)C5=CN=CC=C5. Cell line: SNB-75. Synergy scores: CSS=0.858, Synergy_ZIP=-1.05, Synergy_Bliss=-0.402, Synergy_Loewe=-0.808, Synergy_HSA=-0.283. (2) Drug 1: CC1C(C(=O)NC(C(=O)N2CCCC2C(=O)N(CC(=O)N(C(C(=O)O1)C(C)C)C)C)C(C)C)NC(=O)C3=C4C(=C(C=C3)C)OC5=C(C(=O)C(=C(C5=N4)C(=O)NC6C(OC(=O)C(N(C(=O)CN(C(=O)C7CCCN7C(=O)C(NC6=O)C(C)C)C)C)C(C)C)C)N)C. Drug 2: CC1=C(C(=O)C2=C(C1=O)N3CC4C(C3(C2COC(=O)N)OC)N4)N. Cell line: A549. Synergy scores: CSS=29.2, Synergy_ZIP=-4.49, Synergy_Bliss=-8.06, Synergy_Loewe=-15.5, Synergy_HSA=-6.87. (3) Drug 2: CC1=C(C=C(C=C1)NC(=O)C2=CC=C(C=C2)CN3CCN(CC3)C)NC4=NC=CC(=N4)C5=CN=CC=C5. Cell line: SK-OV-3. Drug 1: COC1=CC(=CC(=C1O)OC)C2C3C(COC3=O)C(C4=CC5=C(C=C24)OCO5)OC6C(C(C7C(O6)COC(O7)C8=CC=CS8)O)O. Synergy scores: CSS=28.1, Synergy_ZIP=3.00, Synergy_Bliss=3.66, Synergy_Loewe=-33.9, Synergy_HSA=0.891. (4) Drug 1: C1=C(C(=O)NC(=O)N1)N(CCCl)CCCl. Drug 2: CC1=C(C(CCC1)(C)C)C=CC(=CC=CC(=CC(=O)O)C)C. Cell line: NCI-H460. Synergy scores: CSS=31.8, Synergy_ZIP=-2.03, Synergy_Bliss=-1.41, Synergy_Loewe=-1.52, Synergy_HSA=-0.197. (5) Drug 1: CC(C1=C(C=CC(=C1Cl)F)Cl)OC2=C(N=CC(=C2)C3=CN(N=C3)C4CCNCC4)N. Drug 2: CNC(=O)C1=NC=CC(=C1)OC2=CC=C(C=C2)NC(=O)NC3=CC(=C(C=C3)Cl)C(F)(F)F. Cell line: RPMI-8226. Synergy scores: CSS=11.5, Synergy_ZIP=-2.86, Synergy_Bliss=-9.38, Synergy_Loewe=-20.3, Synergy_HSA=-13.1.